This data is from Forward reaction prediction with 1.9M reactions from USPTO patents (1976-2016). The task is: Predict the product of the given reaction. (1) Given the reactants [O:1]1[C:5]2[CH:6]=[CH:7][C:8]([O:10][C:11]3[CH:16]=[CH:15][CH:14]=[C:13](F)[N:12]=3)=[CH:9][C:4]=2[O:3][CH2:2]1.[OH:18][C:19]1[CH:24]=[CH:23][C:22]([N:25]2[CH:29]=[CH:28][N:27]=[CH:26]2)=[CH:21][CH:20]=1.C(=O)([O-])[O-].[Cs+].[Cs+], predict the reaction product. The product is: [O:1]1[C:5]2[CH:6]=[CH:7][C:8]([O:10][C:11]3[CH:16]=[CH:15][CH:14]=[C:13]([O:18][C:19]4[CH:20]=[CH:21][C:22]([N:25]5[CH:29]=[CH:28][N:27]=[CH:26]5)=[CH:23][CH:24]=4)[N:12]=3)=[CH:9][C:4]=2[O:3][CH2:2]1. (2) Given the reactants [CH:1]1([C:7]2[C:8]3[CH:9]=[CH:10][C:11]([C:35]([O:37][CH3:38])=[O:36])=[CH:12][C:13]=3[N:14]3[C:21]=2[C:20]2[CH:22]=[CH:23][CH:24]=[C:25]([CH2:26][N:27]4[CH2:32][CH2:31][CH2:30][CH2:29][CH2:28]4)[C:19]=2[O:18][CH2:17][C@H:16]([NH:33][CH3:34])[CH2:15]3)[CH2:6][CH2:5][CH2:4][CH2:3][CH2:2]1.O=[CH:40][CH2:41][NH:42][C:43](=[O:49])[O:44][C:45]([CH3:48])([CH3:47])[CH3:46], predict the reaction product. The product is: [C:45]([O:44][C:43]([NH:42][CH2:41][CH2:40][N:33]([CH3:34])[C@@H:16]1[CH2:15][N:14]2[C:13]3[CH:12]=[C:11]([C:35]([O:37][CH3:38])=[O:36])[CH:10]=[CH:9][C:8]=3[C:7]([CH:1]3[CH2:6][CH2:5][CH2:4][CH2:3][CH2:2]3)=[C:21]2[C:20]2[CH:22]=[CH:23][CH:24]=[C:25]([CH2:26][N:27]3[CH2:32][CH2:31][CH2:30][CH2:29][CH2:28]3)[C:19]=2[O:18][CH2:17]1)=[O:49])([CH3:48])([CH3:47])[CH3:46]. (3) The product is: [NH3:4].[CH3:1][O:2][C:3]1[C:7]([NH2:8])=[CH:6][N:5]([CH3:11])[N:4]=1. Given the reactants [CH3:1][O:2][C:3]1[C:7]([N+:8]([O-])=O)=[CH:6][N:5]([CH3:11])[N:4]=1, predict the reaction product. (4) Given the reactants F[C:2]1[C:7]([C:8]([F:11])([F:10])[F:9])=[CH:6][CH:5]=[CH:4][N:3]=1.C(=O)([O-])[O-].[Cs+].[Cs+].[OH:18][C:19]1[CH:29]=[CH:28][C:22]([C:23]([O:25][CH2:26][CH3:27])=[O:24])=[CH:21][CH:20]=1, predict the reaction product. The product is: [F:9][C:8]([F:11])([F:10])[C:7]1[C:2]([O:18][C:19]2[CH:20]=[CH:21][C:22]([C:23]([O:25][CH2:26][CH3:27])=[O:24])=[CH:28][CH:29]=2)=[N:3][CH:4]=[CH:5][CH:6]=1. (5) Given the reactants CN(CC1N(C[C@H]2CCCNC2)C2C=CC=CC=2N=1)[C@@H]1C2N=CC=CC=2CCC1.[CH3:30][N:31]([CH2:42][C:43]1[N:47]([CH2:48][C@H:49]2[CH2:54][CH2:53][CH2:52][N:51]([CH2:55][CH2:56][NH:57]C(=O)OC(C)(C)C)[CH2:50]2)[C:46]2[CH:65]=[CH:66][CH:67]=[CH:68][C:45]=2[N:44]=1)[C@@H:32]1[C:41]2[N:40]=[CH:39][CH:38]=[CH:37][C:36]=2[CH2:35][CH2:34][CH2:33]1.C(O)(C(F)(F)F)=O.C([O-])([O-])=O.[Na+].[Na+], predict the reaction product. The product is: [NH2:57][CH2:56][CH2:55][N:51]1[CH2:52][CH2:53][CH2:54][C@H:49]([CH2:48][N:47]2[C:46]3[CH:65]=[CH:66][CH:67]=[CH:68][C:45]=3[N:44]=[C:43]2[CH2:42][N:31]([CH3:30])[C@@H:32]2[C:41]3[N:40]=[CH:39][CH:38]=[CH:37][C:36]=3[CH2:35][CH2:34][CH2:33]2)[CH2:50]1. (6) Given the reactants C([N:8]1[CH2:12][C@@H:11]([CH2:13][C:14]2[CH:19]=[CH:18][CH:17]=[CH:16][CH:15]=2)[C@@H:10]([CH2:20][N:21]([CH:38]([CH3:40])[CH3:39])[C:22](=[O:37])[C:23]2[CH:28]=[CH:27][C:26]([O:29][CH3:30])=[C:25]([O:31][CH2:32][CH2:33][CH2:34][O:35][CH3:36])[CH:24]=2)[CH2:9]1)C1C=CC=CC=1, predict the reaction product. The product is: [NH4+:8].[OH-:29].[CH2:13]([C@@H:11]1[CH2:12][NH:8][CH2:9][C@@H:10]1[CH2:20][N:21]([CH:38]([CH3:40])[CH3:39])[C:22](=[O:37])[C:23]1[CH:28]=[CH:27][C:26]([O:29][CH3:30])=[C:25]([O:31][CH2:32][CH2:33][CH2:34][O:35][CH3:36])[CH:24]=1)[C:14]1[CH:19]=[CH:18][CH:17]=[CH:16][CH:15]=1. (7) Given the reactants C(OC([N:8]1[C@H:17]([C:18]([NH:20][C@H:21]([CH2:40][C:41]2[CH:46]=[CH:45][C:44]([Cl:47])=[CH:43][CH:42]=2)[C:22]([N:24]2[CH2:29][CH2:28][N:27]([C:30]3[CH:39]=[CH:38][CH:37]=[CH:36][C:31]=3[C:32]([O:34][CH3:35])=[O:33])[CH2:26][CH2:25]2)=[O:23])=[O:19])[CH2:16][C:15]2[C:10](=[CH:11][CH:12]=[CH:13][CH:14]=2)[CH2:9]1)=O)(C)(C)C.Cl, predict the reaction product. The product is: [CH2:9]1[C:10]2[C:15](=[CH:14][CH:13]=[CH:12][CH:11]=2)[CH2:16][C@@H:17]([C:18]([NH:20][C@H:21]([CH2:40][C:41]2[CH:46]=[CH:45][C:44]([Cl:47])=[CH:43][CH:42]=2)[C:22]([N:24]2[CH2:25][CH2:26][N:27]([C:30]3[CH:39]=[CH:38][CH:37]=[CH:36][C:31]=3[C:32]([O:34][CH3:35])=[O:33])[CH2:28][CH2:29]2)=[O:23])=[O:19])[NH:8]1.